This data is from Reaction yield outcomes from USPTO patents with 853,638 reactions. The task is: Predict the reaction yield, written as a fraction of the theoretical maximum amount of product (1.0 means a 100% yield; for example, 0.34 means a 34% yield). (1) The reactants are [CH3:1][S:2]([O:5][C:6]1[CH:11]=[CH:10][C:9]([C@H:12]2[CH2:14][O:13]2)=[CH:8][CH:7]=1)(=[O:4])=[O:3].[CH2:15]([NH2:22])[C:16]1[CH:21]=[CH:20][CH:19]=[CH:18][CH:17]=1. No catalyst specified. The product is [CH3:1][S:2]([O:5][C:6]1[CH:11]=[CH:10][C:9]([C@H:12]([OH:13])[CH2:14][NH:22][CH2:15][C:16]2[CH:21]=[CH:20][CH:19]=[CH:18][CH:17]=2)=[CH:8][CH:7]=1)(=[O:4])=[O:3]. The yield is 0.690. (2) The reactants are [CH3:1][C:2]1[N:6]([CH2:7][CH2:8][C:9]2[CH:14]=[CH:13][C:12]([N+:15]([O-])=O)=[CH:11][CH:10]=2)[C:5](=[O:18])[C:4]([C:25]2[CH:30]=[CH:29][CH:28]=[CH:27][CH:26]=2)([C:19]2[CH:24]=[CH:23][CH:22]=[CH:21][CH:20]=2)[N:3]=1.O.O.Cl[Sn]Cl. The catalyst is C(O)C.O.N. The product is [NH2:15][C:12]1[CH:11]=[CH:10][C:9]([CH2:8][CH2:7][N:6]2[C:5](=[O:18])[C:4]([C:19]3[CH:20]=[CH:21][CH:22]=[CH:23][CH:24]=3)([C:25]3[CH:30]=[CH:29][CH:28]=[CH:27][CH:26]=3)[N:3]=[C:2]2[CH3:1])=[CH:14][CH:13]=1. The yield is 0.850.